This data is from Catalyst prediction with 721,799 reactions and 888 catalyst types from USPTO. The task is: Predict which catalyst facilitates the given reaction. (1) Reactant: [F:1][C:2]1[CH:23]=[CH:22][CH:21]=[C:20]([F:24])[C:3]=1[CH2:4][O:5][C:6]1[C:7]2[N:8]([C:13]([C:17]([OH:19])=O)=[C:14]([CH3:16])[N:15]=2)[CH:9]=[C:10]([F:12])[CH:11]=1.F[B-](F)(F)F.N1(O[C+](N(C)C)N(C)C)C2C=CC=CC=2N=N1.CN1CCOCC1.[NH2:54][CH2:55][C:56]([NH2:59])([CH3:58])[CH3:57]. Product: [NH2:59][C:56]([CH3:58])([CH3:57])[CH2:55][NH:54][C:17]([C:13]1[N:8]2[CH:9]=[C:10]([F:12])[CH:11]=[C:6]([O:5][CH2:4][C:3]3[C:2]([F:1])=[CH:23][CH:22]=[CH:21][C:20]=3[F:24])[C:7]2=[N:15][C:14]=1[CH3:16])=[O:19]. The catalyst class is: 18. (2) Reactant: [CH3:1][N:2]([CH3:16])[C:3]1[S:4][C@H:5]2[O:11][C@H:10]([CH2:12][OH:13])[C@@H:9]([OH:14])[C@H:8]([OH:15])[C@H:6]2[N:7]=1.N1C=CN=C1.[CH3:22][C:23]([Si:26](Cl)([CH3:28])[CH3:27])([CH3:25])[CH3:24]. Product: [Si:26]([O:13][CH2:12][C@H:10]1[O:11][C@H:5]2[C@H:6]([N:7]=[C:3]([N:2]([CH3:16])[CH3:1])[S:4]2)[C@@H:8]([OH:15])[C@@H:9]1[OH:14])([C:23]([CH3:25])([CH3:24])[CH3:22])([CH3:28])[CH3:27]. The catalyst class is: 3. (3) Reactant: [NH2:1][C:2]1[CH:3]=[CH:4][C:5]([Cl:11])=[C:6]([CH:10]=1)[C:7]([OH:9])=[O:8].[F:12][C:13]([F:24])([F:23])[C:14]1[CH:19]=[CH:18][CH:17]=[C:16]([N:20]=[C:21]=[O:22])[CH:15]=1.C([O-])(O)=O.[Na+]. Product: [Cl:11][C:5]1[CH:4]=[CH:3][C:2]([NH:1][C:21]([NH:20][C:16]2[CH:17]=[CH:18][CH:19]=[C:14]([C:13]([F:12])([F:23])[F:24])[CH:15]=2)=[O:22])=[CH:10][C:6]=1[C:7]([OH:9])=[O:8]. The catalyst class is: 2. (4) Reactant: I[C:2]1[CH:3]=[C:4]2[C:9](=[CH:10][CH:11]=1)[N:8]1[C:12]([C:15]3[CH:20]=[CH:19][CH:18]=[CH:17][CH:16]=3)=[N:13][N:14]=[C:7]1[CH:6]=[CH:5]2.CCN(C(C)C)C(C)C.C(C(CCCC)COC(=O)CC[SH:38])C.C1(P(C2C=CC=CC=2)C2C3OC4C(=CC=CC=4P(C4C=CC=CC=4)C4C=CC=CC=4)C(C)(C)C=3C=CC=2)C=CC=CC=1. Product: [C:15]1([C:12]2[N:8]3[C:9]4[C:4]([CH:5]=[CH:6][C:7]3=[N:14][N:13]=2)=[CH:3][C:2]([SH:38])=[CH:11][CH:10]=4)[CH:20]=[CH:19][CH:18]=[CH:17][CH:16]=1. The catalyst class is: 62. (5) Reactant: [OH:1][C:2]1[CH:11]=[C:10]2[C:5]([C:6](=[O:13])[C:7]([I:12])=[CH:8][O:9]2)=[CH:4][CH:3]=1.Cl[CH2:15][C:16]1[S:20][C:19]([C:21]2[CH:26]=[CH:25][C:24]([C:27]([F:30])([F:29])[F:28])=[CH:23][CH:22]=2)=[N:18][C:17]=1[CH3:31].[I-].[Na+].C(=O)([O-])[O-].[K+].[K+]. Product: [I:12][C:7]1[C:6](=[O:13])[C:5]2[C:10](=[CH:11][C:2]([O:1][CH2:15][C:16]3[S:20][C:19]([C:21]4[CH:22]=[CH:23][C:24]([C:27]([F:30])([F:28])[F:29])=[CH:25][CH:26]=4)=[N:18][C:17]=3[CH3:31])=[CH:3][CH:4]=2)[O:9][CH:8]=1. The catalyst class is: 35. (6) Reactant: O=[C:2]1[C:11]2[C:6](=[CH:7][CH:8]=[C:9]([C:12]3[CH:13]=[C:14]([CH:17]=[CH:18][CH:19]=3)[C:15]#[N:16])[CH:10]=2)[O:5][CH:4]([CH2:20][CH:21]2[CH2:25][CH2:24][CH2:23][O:22]2)[CH2:3]1.C[Si]([N:30]=[C:31]=[N:32][Si](C)(C)C)(C)C. Product: [C:15]([C:14]1[CH:13]=[C:12]([C:9]2[CH:10]=[C:11]3[C:6](=[CH:7][CH:8]=2)[O:5][CH:4]([CH2:20][CH:21]2[CH2:25][CH2:24][CH2:23][O:22]2)[CH2:3][C:2]3=[N:32][C:31]#[N:30])[CH:19]=[CH:18][CH:17]=1)#[N:16]. The catalyst class is: 388. (7) Reactant: [CH3:1][N:2]1[CH:6]=[CH:5][C:4]([NH:7][C:8]([C:10]2[CH:20]=[C:19]([O:21][CH:22]([CH3:24])[CH3:23])[C:13]3[CH2:14][CH:15]([CH2:17][OH:18])[O:16][C:12]=3[CH:11]=2)=[O:9])=[N:3]1.[C:25]1([CH3:35])[CH:30]=[CH:29][C:28]([S:31](Cl)(=[O:33])=[O:32])=[CH:27][CH:26]=1. Product: [CH:22]([O:21][C:19]1[C:13]2[CH2:14][CH:15]([CH2:17][O:18][S:31]([C:28]3[CH:29]=[CH:30][C:25]([CH3:35])=[CH:26][CH:27]=3)(=[O:33])=[O:32])[O:16][C:12]=2[CH:11]=[C:10]([C:8](=[O:9])[NH:7][C:4]2[CH:5]=[CH:6][N:2]([CH3:1])[N:3]=2)[CH:20]=1)([CH3:24])[CH3:23]. The catalyst class is: 383. (8) Reactant: [NH2:1][C:2]1[CH:3]=[C:4]([C:9]2[C:21](=[O:22])[N:20]([CH2:23][CH3:24])[C:12]3[N:13]=[C:14](S(C)=O)[N:15]=[CH:16][C:11]=3[CH:10]=2)[CH:5]=[CH:6][C:7]=1[F:8].[CH3:25][NH2:26].C1COCC1.O. Product: [NH2:1][C:2]1[CH:3]=[C:4]([C:9]2[C:21](=[O:22])[N:20]([CH2:23][CH3:24])[C:12]3[N:13]=[C:14]([NH:26][CH3:25])[N:15]=[CH:16][C:11]=3[CH:10]=2)[CH:5]=[CH:6][C:7]=1[F:8]. The catalyst class is: 635. (9) The catalyst class is: 1. Reactant: [N:1]1([C:7]2[CH:12]=[CH:11][C:10]([C:13]3[NH:22][C:21](=[O:23])[C:20]4[C:15](=[CH:16][CH:17]=[CH:18][CH:19]=4)[N:14]=3)=[CH:9][CH:8]=2)[CH2:6][CH2:5][NH:4][CH2:3][CH2:2]1.CCN(C(C)C)C(C)C.FC(F)(F)S(O[CH2:39][C:40]([F:43])([F:42])[F:41])(=O)=O. Product: [F:41][C:40]([F:43])([F:42])[CH2:39][N:4]1[CH2:5][CH2:6][N:1]([C:7]2[CH:8]=[CH:9][C:10]([C:13]3[NH:22][C:21](=[O:23])[C:20]4[C:15](=[CH:16][CH:17]=[CH:18][CH:19]=4)[N:14]=3)=[CH:11][CH:12]=2)[CH2:2][CH2:3]1. (10) Reactant: [Cl:1][C:2]1[CH:3]=[C:4]([C@@H:8]2[C@@H:13]([C:14]3[CH:19]=[CH:18][C:17]([Cl:20])=[CH:16][CH:15]=3)[N:12]([C@@H:21]([CH2:27][CH3:28])[C:22]([O:24][CH2:25][CH3:26])=[O:23])[C:11](=[O:29])[C@@H:10]([CH2:30][C:31]([OH:33])=[O:32])[CH2:9]2)[CH:5]=[CH:6][CH:7]=1.S(=O)(=O)(O)O.[CH3:39][C:40](=[CH2:42])[CH3:41]. Product: [C:40]([O:32][C:31](=[O:33])[CH2:30][C@H:10]1[CH2:9][C@H:8]([C:4]2[CH:5]=[CH:6][CH:7]=[C:2]([Cl:1])[CH:3]=2)[C@@H:13]([C:14]2[CH:15]=[CH:16][C:17]([Cl:20])=[CH:18][CH:19]=2)[N:12]([C@@H:21]([CH2:27][CH3:28])[C:22]([O:24][CH2:25][CH3:26])=[O:23])[C:11]1=[O:29])([CH3:42])([CH3:41])[CH3:39]. The catalyst class is: 2.